This data is from NCI-60 drug combinations with 297,098 pairs across 59 cell lines. The task is: Regression. Given two drug SMILES strings and cell line genomic features, predict the synergy score measuring deviation from expected non-interaction effect. (1) Drug 1: C1CC(CNC1)C2=CC=C(C=C2)N3C=C4C=CC=C(C4=N3)C(=O)N. Drug 2: COCCOC1=C(C=C2C(=C1)C(=NC=N2)NC3=CC=CC(=C3)C#C)OCCOC. Cell line: UACC62. Synergy scores: CSS=38.3, Synergy_ZIP=-2.34, Synergy_Bliss=0.118, Synergy_Loewe=-3.51, Synergy_HSA=4.17. (2) Drug 1: CC1=C2C(C(=O)C3(C(CC4C(C3C(C(C2(C)C)(CC1OC(=O)C(C(C5=CC=CC=C5)NC(=O)OC(C)(C)C)O)O)OC(=O)C6=CC=CC=C6)(CO4)OC(=O)C)O)C)O. Drug 2: CC12CCC3C(C1CCC2OP(=O)(O)O)CCC4=C3C=CC(=C4)OC(=O)N(CCCl)CCCl.[Na+]. Cell line: SK-MEL-28. Synergy scores: CSS=23.8, Synergy_ZIP=20.7, Synergy_Bliss=24.8, Synergy_Loewe=19.6, Synergy_HSA=19.4. (3) Drug 1: CC1=C(C(=CC=C1)Cl)NC(=O)C2=CN=C(S2)NC3=CC(=NC(=N3)C)N4CCN(CC4)CCO. Cell line: SF-539. Synergy scores: CSS=57.3, Synergy_ZIP=-5.02, Synergy_Bliss=-4.03, Synergy_Loewe=0.304, Synergy_HSA=1.01. Drug 2: C1CN1C2=NC(=NC(=N2)N3CC3)N4CC4. (4) Drug 1: COC1=C(C=C2C(=C1)N=CN=C2NC3=CC(=C(C=C3)F)Cl)OCCCN4CCOCC4. Drug 2: COC1=CC(=CC(=C1O)OC)C2C3C(COC3=O)C(C4=CC5=C(C=C24)OCO5)OC6C(C(C7C(O6)COC(O7)C8=CC=CS8)O)O. Cell line: OVCAR3. Synergy scores: CSS=46.8, Synergy_ZIP=-3.00, Synergy_Bliss=0.231, Synergy_Loewe=2.90, Synergy_HSA=4.98. (5) Synergy scores: CSS=2.21, Synergy_ZIP=-4.08, Synergy_Bliss=-4.80, Synergy_Loewe=-7.76, Synergy_HSA=-7.35. Cell line: SK-MEL-5. Drug 2: C1=CC(=CC=C1C#N)C(C2=CC=C(C=C2)C#N)N3C=NC=N3. Drug 1: CC(CN1CC(=O)NC(=O)C1)N2CC(=O)NC(=O)C2. (6) Drug 1: CC12CCC3C(C1CCC2=O)CC(=C)C4=CC(=O)C=CC34C. Drug 2: C1=C(C(=O)NC(=O)N1)N(CCCl)CCCl. Cell line: UACC62. Synergy scores: CSS=35.6, Synergy_ZIP=-3.94, Synergy_Bliss=0.199, Synergy_Loewe=0.804, Synergy_HSA=2.83. (7) Drug 1: CC1C(C(=O)NC(C(=O)N2CCCC2C(=O)N(CC(=O)N(C(C(=O)O1)C(C)C)C)C)C(C)C)NC(=O)C3=C4C(=C(C=C3)C)OC5=C(C(=O)C(=C(C5=N4)C(=O)NC6C(OC(=O)C(N(C(=O)CN(C(=O)C7CCCN7C(=O)C(NC6=O)C(C)C)C)C)C(C)C)C)N)C. Drug 2: CCCCCOC(=O)NC1=NC(=O)N(C=C1F)C2C(C(C(O2)C)O)O. Cell line: SNB-75. Synergy scores: CSS=0.353, Synergy_ZIP=1.09, Synergy_Bliss=0.780, Synergy_Loewe=-2.80, Synergy_HSA=-2.81.